From a dataset of Peptide-MHC class I binding affinity with 185,985 pairs from IEDB/IMGT. Regression. Given a peptide amino acid sequence and an MHC pseudo amino acid sequence, predict their binding affinity value. This is MHC class I binding data. The binding affinity (normalized) is 0.0847. The MHC is HLA-A26:03 with pseudo-sequence HLA-A26:03. The peptide sequence is ARWLFPVYL.